This data is from Full USPTO retrosynthesis dataset with 1.9M reactions from patents (1976-2016). The task is: Predict the reactants needed to synthesize the given product. Given the product [CH2:1]([C:5]([CH3:28])([CH2:11][C:12]1[CH:17]=[CH:16][C:15]([O:18][CH2:19][CH2:20][OH:21])=[CH:14][CH:13]=1)[C:6]([O:8][CH2:9][CH3:10])=[O:7])[CH2:2][CH2:3][CH3:4], predict the reactants needed to synthesize it. The reactants are: [CH2:1]([C:5]([CH3:28])([CH2:11][C:12]1[CH:17]=[CH:16][C:15]([O:18][CH2:19][CH2:20][O:21]C2CCCCO2)=[CH:14][CH:13]=1)[C:6]([O:8][CH2:9][CH3:10])=[O:7])[CH2:2][CH2:3][CH3:4].O.C1(C)C=CC(S(O)(=O)=O)=CC=1.